Dataset: Peptide-MHC class II binding affinity with 134,281 pairs from IEDB. Task: Regression. Given a peptide amino acid sequence and an MHC pseudo amino acid sequence, predict their binding affinity value. This is MHC class II binding data. The peptide sequence is IAFFRKEPLKECGGI. The MHC is DRB3_0101 with pseudo-sequence DRB3_0101. The binding affinity (normalized) is 0.454.